Dataset: Full USPTO retrosynthesis dataset with 1.9M reactions from patents (1976-2016). Task: Predict the reactants needed to synthesize the given product. (1) Given the product [NH2:1][C:2]1[C:7]([C:8]([C:10]2[CH:15]=[C:14]([F:16])[C:13]([F:17])=[C:12]([F:18])[C:11]=2[O:19][CH3:20])=[O:9])=[CH:6][N:5]=[C:4]([NH:42][CH:39]2[CH2:40][CH2:41][N:36]([S:33]([CH3:32])(=[O:35])=[O:34])[CH2:37][CH2:38]2)[N:3]=1, predict the reactants needed to synthesize it. The reactants are: [NH2:1][C:2]1[C:7]([C:8]([C:10]2[CH:15]=[C:14]([F:16])[C:13]([F:17])=[C:12]([F:18])[C:11]=2[O:19][CH3:20])=[O:9])=[CH:6][N:5]=[C:4](S(CC)=O)[N:3]=1.FC(F)(F)C(O)=O.[CH3:32][S:33]([N:36]1[CH2:41][CH2:40][CH:39]([NH2:42])[CH2:38][CH2:37]1)(=[O:35])=[O:34]. (2) Given the product [ClH:1].[Br:19][C:20]1[CH:21]=[C:22]([NH:23][C:2]2[C:3]3[N:4]([C:15]([CH3:18])=[CH:16][CH:17]=3)[C:5]([C:8]([NH:10][CH2:11][CH2:12][O:13][CH3:14])=[O:9])=[CH:6][N:7]=2)[CH:24]=[CH:25][CH:26]=1, predict the reactants needed to synthesize it. The reactants are: [Cl:1][C:2]1[C:3]2[N:4]([C:15]([CH3:18])=[CH:16][CH:17]=2)[C:5]([C:8]([NH:10][CH2:11][CH2:12][O:13][CH3:14])=[O:9])=[CH:6][N:7]=1.[Br:19][C:20]1[CH:21]=[C:22]([CH:24]=[CH:25][CH:26]=1)[NH2:23].CS(O)(=O)=O.Cl. (3) Given the product [CH2:5]([O:1][P:19]([O:13][C:12]1[CH:14]=[CH:15][C:9]([CH:6]([CH3:8])[CH3:7])=[C:10]([O:16][P:19]([O:29][CH2:30][C:31]2[CH:36]=[CH:35][CH:34]=[CH:33][CH:32]=2)([O:21][CH2:22][C:23]2[CH:28]=[CH:27][CH:26]=[CH:25][CH:24]=2)=[O:20])[CH:11]=1)([O:21][CH2:22][C:23]1[CH:28]=[CH:27][CH:26]=[CH:25][CH:24]=1)=[O:20])[C:4]1[CH:30]=[CH:31][CH:32]=[CH:2][CH:3]=1, predict the reactants needed to synthesize it. The reactants are: [O:1]1[CH2:5][CH2:4][CH2:3][CH2:2]1.[CH:6]([C:9]1[CH:15]=[CH:14][C:12]([OH:13])=[CH:11][C:10]=1[OH:16])([CH3:8])[CH3:7].[H-].[Na+].[P:19](Cl)([O:29][CH2:30][C:31]1[CH:36]=[CH:35][CH:34]=[CH:33][CH:32]=1)([O:21][CH2:22][C:23]1[CH:28]=[CH:27][CH:26]=[CH:25][CH:24]=1)=[O:20]. (4) Given the product [Cl:1][C:2]1[N:7]=[C:6]([C:8]2[CH:9]=[C:10]([O:14][CH2:15][O:16][CH3:17])[CH:11]=[CH:12][C:13]=2[Cl:33])[N:5]=[C:4]([C:18]2[C:19]([CH3:24])=[N:20][O:21][C:22]=2[CH3:23])[C:3]=1[CH3:25], predict the reactants needed to synthesize it. The reactants are: [Cl:1][C:2]1[N:7]=[C:6]([C:8]2[CH:13]=[CH:12][CH:11]=[C:10]([O:14][CH2:15][O:16][CH3:17])[CH:9]=2)[N:5]=[C:4]([C:18]2[C:19]([CH3:24])=[N:20][O:21][C:22]=2[CH3:23])[C:3]=1[CH3:25].C1C(=O)N([Cl:33])C(=O)C1.CCOC(C)=O. (5) Given the product [NH2:1][C:2]1[N:7]([CH3:8])[C:6](=[O:9])[CH:5]=[C:4](/[CH:10]=[CH:11]\[C:12]2[CH:13]=[C:14]([C:43]3[CH:42]=[CH:41][CH:40]=[C:39]([O:38][CH3:37])[CH:44]=3)[CH:15]=[CH:16][CH:17]=2)[N:3]=1, predict the reactants needed to synthesize it. The reactants are: [NH2:1][C:2]1[N:7]([CH3:8])[C:6](=[O:9])[CH:5]=[C:4](/[CH:10]=[CH:11]\[C:12]2[CH:17]=[CH:16][CH:15]=[C:14](Br)[CH:13]=2)[N:3]=1.NC1N(C)C(=O)C=C(/C=C/C2C=CC=C(Br)C=2)N=1.[CH3:37][O:38][C:39]1[CH:40]=[C:41](B(O)O)[CH:42]=[CH:43][CH:44]=1.C([O-])([O-])=O.[Cs+].[Cs+]. (6) The reactants are: [Cl:1][C:2]1[CH:3]=[C:4](/[CH:9]=[CH:10]/[C:11]([O:13]C)=[O:12])[CH:5]=[C:6]([Cl:8])[CH:7]=1.[OH-].[Na+]. Given the product [Cl:1][C:2]1[CH:3]=[C:4](/[CH:9]=[CH:10]/[C:11]([OH:13])=[O:12])[CH:5]=[C:6]([Cl:8])[CH:7]=1, predict the reactants needed to synthesize it. (7) Given the product [Br:1][C:2]1[CH:7]=[CH:6][C:5]([O:8][CH2:18][CH2:17][CH2:16][Br:15])=[CH:4][CH:3]=1, predict the reactants needed to synthesize it. The reactants are: [Br:1][C:2]1[CH:7]=[CH:6][C:5]([OH:8])=[CH:4][CH:3]=1.C(=O)([O-])[O-].[K+].[K+].[Br:15][CH2:16][CH2:17][CH2:18]Br.O. (8) Given the product [CH3:8][C@H:4]1[NH:3][C@@H:2]([CH3:1])[CH2:7][N:6]([C:14]([O:13][C:10]([CH3:12])([CH3:11])[CH3:9])=[O:15])[CH2:5]1, predict the reactants needed to synthesize it. The reactants are: [CH3:1][C@H:2]1[CH2:7][NH:6][CH2:5][C@@H:4]([CH3:8])[NH:3]1.[CH3:9][C:10]([O:13][C:14](O[C:14]([O:13][C:10]([CH3:12])([CH3:11])[CH3:9])=[O:15])=[O:15])([CH3:12])[CH3:11].O. (9) Given the product [Cl:8][C:5]1[CH:6]=[CH:7][C:2]([CH:9]=[CH2:10])=[N:3][CH:4]=1, predict the reactants needed to synthesize it. The reactants are: Cl[C:2]1[CH:7]=[CH:6][C:5]([Cl:8])=[CH:4][N:3]=1.[CH:9]([B-](F)(F)F)=[CH2:10].[K+].C(N(CC)CC)C.C(O)C.